Dataset: Ames mutagenicity test results for genotoxicity prediction. Task: Regression/Classification. Given a drug SMILES string, predict its toxicity properties. Task type varies by dataset: regression for continuous values (e.g., LD50, hERG inhibition percentage) or binary classification for toxic/non-toxic outcomes (e.g., AMES mutagenicity, cardiotoxicity, hepatotoxicity). Dataset: ames. (1) The molecule is CCCCCCCCC/C=C/C[C@H]1CC(=O)OC1=O. The result is 0 (non-mutagenic). (2) The molecule is CCN(C(C)=O)c1ccc2c(c1)Cc1ccccc1-2. The result is 1 (mutagenic). (3) The molecule is CC(Cl)C(=O)NCc1ccccc1. The result is 0 (non-mutagenic). (4) The result is 1 (mutagenic). The molecule is Cc1nc(N)c(C)c2c1[nH]c1ccccc12. (5) The drug is Nc1c2[nH]cnc2nc[n+]1[O-]. The result is 1 (mutagenic). (6) The result is 1 (mutagenic). The molecule is [N-]=[N+]=NCc1ccccc1. (7) The drug is C=COC(C)=O. The result is 0 (non-mutagenic).